Task: Predict which catalyst facilitates the given reaction.. Dataset: Catalyst prediction with 721,799 reactions and 888 catalyst types from USPTO (1) Reactant: [C:1]1([C:9]2[CH:14]=[CH:13][CH:12]=[CH:11][CH:10]=2)[CH:6]=[CH:5][C:4]([CH:7]=O)=[CH:3][CH:2]=1.[N:15]1([C:21]([O:23][C:24]([CH3:27])([CH3:26])[CH3:25])=[O:22])[CH2:20][CH2:19][NH:18][CH2:17][CH2:16]1.COC(OC)OC.C(N(CC)CC)C. Product: [C:1]1([C:9]2[CH:14]=[CH:13][CH:12]=[CH:11][CH:10]=2)[CH:6]=[CH:5][C:4]([CH2:7][N:18]2[CH2:17][CH2:16][N:15]([C:21]([O:23][C:24]([CH3:27])([CH3:26])[CH3:25])=[O:22])[CH2:20][CH2:19]2)=[CH:3][CH:2]=1. The catalyst class is: 2. (2) Reactant: [C:1]1([C:7]2([C:14]3[CH:19]=[CH:18][CH:17]=[CH:16][CH:15]=3)[NH:11][C:10](=[O:12])[NH:9][C:8]2=[O:13])[CH:6]=[CH:5][CH:4]=[CH:3][CH:2]=1.C1(P(C2C=CC=CC=2)C2C=CC=CC=2)C=CC=CC=1.O[CH:40]1[CH2:45][CH2:44][N:43]([CH2:46][C:47]2[CH:52]=[CH:51][CH:50]=[CH:49][CH:48]=2)[CH2:42][CH2:41]1. Product: [CH2:46]([N:43]1[CH2:44][CH2:45][CH:40]([N:9]2[C:8](=[O:13])[C:7]([C:1]3[CH:6]=[CH:5][CH:4]=[CH:3][CH:2]=3)([C:14]3[CH:15]=[CH:16][CH:17]=[CH:18][CH:19]=3)[NH:11][C:10]2=[O:12])[CH2:41][CH2:42]1)[C:47]1[CH:52]=[CH:51][CH:50]=[CH:49][CH:48]=1. The catalyst class is: 1. (3) Reactant: [Br:1][C:2]1[CH:3]=[CH:4][C:5]([O:10][CH2:11][CH2:12][CH3:13])=[C:6]([CH:9]=1)[CH:7]=O.[F:14][C:15]1[CH:20]=[CH:19][C:18]([C:21]2([OH:27])[CH2:26][CH2:25][NH:24][CH2:23][CH2:22]2)=[CH:17][CH:16]=1.CC(O)=O.[BH-](OC(C)=O)(OC(C)=O)OC(C)=O.[Na+]. Product: [Br:1][C:2]1[CH:3]=[CH:4][C:5]([O:10][CH2:11][CH2:12][CH3:13])=[C:6]([CH2:7][N:24]2[CH2:23][CH2:22][C:21]([C:18]3[CH:19]=[CH:20][C:15]([F:14])=[CH:16][CH:17]=3)([OH:27])[CH2:26][CH2:25]2)[CH:9]=1. The catalyst class is: 25. (4) Reactant: [CH3:1][C:2]1[O:6][C:5]([C:7]2[CH:12]=[CH:11][CH:10]=[CH:9][CH:8]=2)=[N:4][C:3]=1[CH2:13][CH2:14][C:15]([NH2:17])=O.CN(C)C=O.P(Cl)(Cl)(Cl)=O. Product: [CH3:1][C:2]1[O:6][C:5]([C:7]2[CH:12]=[CH:11][CH:10]=[CH:9][CH:8]=2)=[N:4][C:3]=1[CH2:13][CH2:14][C:15]#[N:17]. The catalyst class is: 6. (5) Reactant: [CH:1]([C:3]([CH3:5])=[O:4])=[CH2:2].N12CCCN=C1CCCCC2.[C:17]([O:21][C:22](=[O:37])[NH:23][CH2:24][CH2:25][NH:26][C:27]1[O:28][C:29]2[CH:35]=[CH:34][C:33]([Cl:36])=[CH:32][C:30]=2[N:31]=1)([CH3:20])([CH3:19])[CH3:18].O. Product: [C:17]([O:21][C:22](=[O:37])[NH:23][CH2:24][CH2:25][N:26]([C:27]1[O:28][C:29]2[CH:35]=[CH:34][C:33]([Cl:36])=[CH:32][C:30]=2[N:31]=1)[CH2:2][CH2:1][C:3](=[O:4])[CH3:5])([CH3:20])([CH3:18])[CH3:19]. The catalyst class is: 9. (6) Reactant: OO.[Si:3]([O:10][C:11]([CH3:29])([CH3:28])[CH2:12][C:13]([NH:15][CH:16]([C:19]1[CH:24]=[C:23]([Cl:25])[CH:22]=[CH:21][C:20]=1[O:26][CH3:27])[C:17]#[N:18])=[O:14])([C:6]([CH3:9])([CH3:8])[CH3:7])([CH3:5])[CH3:4].C(=O)([O-])[O-:31].[K+].[K+].C(OCC)(=O)C. Product: [NH2:18][C:17](=[O:31])[CH:16]([NH:15][C:13](=[O:14])[CH2:12][C:11]([O:10][Si:3]([C:6]([CH3:7])([CH3:9])[CH3:8])([CH3:4])[CH3:5])([CH3:29])[CH3:28])[C:19]1[CH:24]=[C:23]([Cl:25])[CH:22]=[CH:21][C:20]=1[O:26][CH3:27]. The catalyst class is: 16. (7) Reactant: F[C:2]1[CH:7]=[CH:6][C:5]([C:8]([F:11])([F:10])[F:9])=[CH:4][C:3]=1[N+:12]([O-:14])=[O:13].[OH:15][C:16]1[CH:17]=[N:18][CH:19]=[CH:20][CH:21]=1.C(=O)([O-])[O-].[Cs+].[Cs+].O. Product: [N+:12]([C:3]1[CH:4]=[C:5]([C:8]([F:11])([F:10])[F:9])[CH:6]=[CH:7][C:2]=1[O:15][C:16]1[CH:17]=[N:18][CH:19]=[CH:20][CH:21]=1)([O-:14])=[O:13]. The catalyst class is: 31. (8) Reactant: [C:1]([O:5][C:6]([NH:8][C@@H:9]1[CH2:11][C@H:10]1[C:12]1[CH:13]=[C:14]([CH:19]=[CH:20][CH:21]=1)[C:15]([O:17]C)=[O:16])=[O:7])([CH3:4])([CH3:3])[CH3:2].[OH-].[Na+].O.C(OCC)(=O)C. Product: [C:1]([O:5][C:6]([NH:8][C@@H:9]1[CH2:11][C@H:10]1[C:12]1[CH:13]=[C:14]([CH:19]=[CH:20][CH:21]=1)[C:15]([OH:17])=[O:16])=[O:7])([CH3:4])([CH3:2])[CH3:3]. The catalyst class is: 5. (9) Reactant: [H-].[Na+].[F:3][C:4]([F:11])([F:10])[C:5]([O:7]CC)=O.[C:12]([C:15]1[CH:28]=[CH:27][C:26]2[C:25]3[C:20](=[CH:21][CH:22]=[CH:23][CH:24]=3)[CH:19]=[CH:18][C:17]=2[CH:16]=1)(=[O:14])[CH3:13]. Product: [F:11][C:4]([F:3])([F:10])[C:5](=[O:7])[CH:13]=[C:12]([OH:14])[C:15]1[CH:28]=[CH:27][C:26]2[C:25]3[C:20](=[CH:21][CH:22]=[CH:23][CH:24]=3)[CH:19]=[CH:18][C:17]=2[CH:16]=1. The catalyst class is: 7. (10) Reactant: [Na].[NH2:2][C:3]1[C:4]([SH:11])=[N:5][C:6]([SH:10])=[N:7][C:8]=1[NH2:9].[F:12][C:13]1[C:20]([F:21])=[CH:19][CH:18]=[CH:17][C:14]=1[CH2:15]Br.C([O:26][CH2:27][CH3:28])(=O)C=O. Product: [F:12][C:13]1[C:20]([F:21])=[CH:19][CH:18]=[CH:17][C:14]=1[CH2:15][S:10][C:6]1[N:5]=[C:4]([S:11][CH2:15][C:14]2[CH:17]=[CH:18][CH:19]=[C:20]([F:21])[C:13]=2[F:12])[C:3]2[N:2]=[CH:28][C:27](=[O:26])[NH:9][C:8]=2[N:7]=1. The catalyst class is: 5.